Predict the reactants needed to synthesize the given product. From a dataset of Full USPTO retrosynthesis dataset with 1.9M reactions from patents (1976-2016). (1) Given the product [C:32]([N:2]1[CH2:3][CH2:4][CH:5]([NH:8][C:9]([C:11]2[C:15]3[N:16]=[CH:17][N:18]=[C:19]([C:20]4[CH:25]=[C:24]([F:26])[CH:23]=[CH:22][C:21]=4[O:27][CH2:28][CH:29]4[CH2:30][CH2:31]4)[C:14]=3[NH:13][CH:12]=2)=[O:10])[CH2:6][CH2:7]1)(=[O:34])[CH3:33], predict the reactants needed to synthesize it. The reactants are: Cl.[NH:2]1[CH2:7][CH2:6][CH:5]([NH:8][C:9]([C:11]2[C:15]3[N:16]=[CH:17][N:18]=[C:19]([C:20]4[CH:25]=[C:24]([F:26])[CH:23]=[CH:22][C:21]=4[O:27][CH2:28][CH:29]4[CH2:31][CH2:30]4)[C:14]=3[NH:13][CH:12]=2)=[O:10])[CH2:4][CH2:3]1.[C:32](Cl)(=[O:34])[CH3:33]. (2) Given the product [NH:1]([CH2:2][C:3]([NH:5][C:6]1[CH:7]=[CH:8][C:9]2[O:13][C:12]([C:14]([NH:16][C:17]3[CH:18]=[C:19]4[C:23](=[CH:24][CH:25]=3)[NH:22][C:21]([C:26]([OH:28])=[O:27])=[CH:20]4)=[O:15])=[CH:11][C:10]=2[CH:29]=1)=[O:4])[C:36]([NH2:37])=[NH:31], predict the reactants needed to synthesize it. The reactants are: [NH2:1][CH2:2][C:3]([NH:5][C:6]1[CH:7]=[CH:8][C:9]2[O:13][C:12]([C:14]([NH:16][C:17]3[CH:18]=[C:19]4[C:23](=[CH:24][CH:25]=3)[NH:22][C:21]([C:26]([OH:28])=[O:27])=[CH:20]4)=[O:15])=[CH:11][C:10]=2[CH:29]=1)=[O:4].Cl.[N:31]1([C:36](N)=[NH:37])C=CC=N1.C(N(C(C)C)CC)(C)C.